Dataset: Full USPTO retrosynthesis dataset with 1.9M reactions from patents (1976-2016). Task: Predict the reactants needed to synthesize the given product. (1) The reactants are: Br[C:2]1[CH:3]=[C:4]([CH:9]=[C:10]([C:12](=[O:20])[N:13]([CH2:17][CH2:18][CH3:19])[CH2:14][CH2:15][CH3:16])[CH:11]=1)[C:5]([O:7][CH3:8])=[O:6].[CH:21]([O:23]CCCC)=[CH2:22].C1C=CC(P(C2C=CC=CC=2)CCCP(C2C=CC=CC=2)C2C=CC=CC=2)=CC=1.C(=O)([O-])[O-].[K+].[K+].Cl. Given the product [C:21]([C:2]1[CH:3]=[C:4]([CH:9]=[C:10]([C:12](=[O:20])[N:13]([CH2:17][CH2:18][CH3:19])[CH2:14][CH2:15][CH3:16])[CH:11]=1)[C:5]([O:7][CH3:8])=[O:6])(=[O:23])[CH3:22], predict the reactants needed to synthesize it. (2) Given the product [ClH:20].[C:16]([C:4]1[CH:3]=[C:2]([C:24]2[S:25][C:21]([Cl:20])=[CH:22][CH:23]=2)[C:11]([OH:10])=[C:6]([CH2:7][NH:8][C:12]([CH3:13])([CH3:14])[CH3:15])[CH:5]=1)([CH3:17])([CH3:18])[CH3:19], predict the reactants needed to synthesize it. The reactants are: Br[C:2]1[C:11]2[O:10]C[N:8]([C:12]([CH3:15])([CH3:14])[CH3:13])[CH2:7][C:6]=2[CH:5]=[C:4]([C:16]([CH3:19])([CH3:18])[CH3:17])[CH:3]=1.[Cl:20][C:21]1[S:25][C:24](B(O)O)=[CH:23][CH:22]=1.